From a dataset of Reaction yield outcomes from USPTO patents with 853,638 reactions. Predict the reaction yield, written as a fraction of the theoretical maximum amount of product (1.0 means a 100% yield; for example, 0.34 means a 34% yield). (1) The reactants are [F:1][C:2]1[C:3]([N:10]2[N:14]=[CH:13][CH:12]=[N:11]2)=[C:4]([CH:7]=[CH:8][CH:9]=1)[C:5]#N.[OH-:15].[Na+].Cl.C[OH:19]. No catalyst specified. The product is [F:1][C:2]1[C:3]([N:10]2[N:14]=[CH:13][CH:12]=[N:11]2)=[C:4]([CH:7]=[CH:8][CH:9]=1)[C:5]([OH:19])=[O:15]. The yield is 0.180. (2) The reactants are [NH2:1][C:2]1[CH:10]=[CH:9][C:8]([Br:11])=[CH:7][C:3]=1[C:4]([OH:6])=O.O=S(Cl)Cl.[Cl:16][C:17]1[CH:23]=[CH:22][CH:21]=[CH:20][C:18]=1[NH2:19].C(Cl)(Cl)Cl. The catalyst is C1C=CC=CC=1. The product is [NH2:1][C:2]1[CH:10]=[CH:9][C:8]([Br:11])=[CH:7][C:3]=1[C:4]([NH:19][C:18]1[CH:20]=[CH:21][CH:22]=[CH:23][C:17]=1[Cl:16])=[O:6]. The yield is 0.200.